The task is: Predict the product of the given reaction.. This data is from Forward reaction prediction with 1.9M reactions from USPTO patents (1976-2016). (1) Given the reactants [Cl:1][C:2]1[CH:3]=[C:4]([N+:24]([O-])=O)[C:5]([N:8]2[CH2:13][CH2:12][N:11]([C:14](=[O:23])[CH2:15][N:16]3[C:20]([CH3:21])=[CH:19][C:18]([CH3:22])=[N:17]3)[CH2:10][CH2:9]2)=[N:6][CH:7]=1.C(OCC)(=O)C, predict the reaction product. The product is: [NH2:24][C:4]1[C:5]([N:8]2[CH2:9][CH2:10][N:11]([C:14](=[O:23])[CH2:15][N:16]3[C:20]([CH3:21])=[CH:19][C:18]([CH3:22])=[N:17]3)[CH2:12][CH2:13]2)=[N:6][CH:7]=[C:2]([Cl:1])[CH:3]=1. (2) Given the reactants [OH-:1].[K+].[C:3]1([CH:9]([C:13]2[CH:18]=[CH:17][CH:16]=[CH:15][CH:14]=2)C(=O)C)[CH:8]=[CH:7][CH:6]=[CH:5][CH:4]=1.[Br:19][C:20]1[CH:25]=[CH:24][C:23]([C:26]([C:28]([C:30]2[CH:35]=[CH:34][C:33]([Br:36])=[CH:32][CH:31]=2)=O)=O)=[CH:22][CH:21]=1.CO.[CH2:39](O)[CH3:40], predict the reaction product. The product is: [C:13]1([C:9]2[C:3](=[O:1])[C:8]([C:7]3[CH:6]=[CH:5][CH:4]=[CH:40][CH:39]=3)=[C:28]([C:30]3[CH:35]=[CH:34][C:33]([Br:36])=[CH:32][CH:31]=3)[C:26]=2[C:23]2[CH:24]=[CH:25][C:20]([Br:19])=[CH:21][CH:22]=2)[CH:14]=[CH:15][CH:16]=[CH:17][CH:18]=1. (3) Given the reactants C([O:3][C:4]([C:6]1[S:22][C:9]2=[N:10][C:11]([O:14][CH2:15][C:16]3[CH:21]=[CH:20][CH:19]=[CH:18][CH:17]=3)=[CH:12][CH:13]=[C:8]2[C:7]=1[O:23][CH2:24][C:25]([O:27]C(C)(C)C)=[O:26])=[O:5])C.O.O[Li].O, predict the reaction product. The product is: [CH2:15]([O:14][C:11]1[N:10]=[C:9]2[S:22][C:6]([C:4]([OH:5])=[O:3])=[C:7]([O:23][CH2:24][C:25]([OH:27])=[O:26])[C:8]2=[CH:13][CH:12]=1)[C:16]1[CH:17]=[CH:18][CH:19]=[CH:20][CH:21]=1. (4) Given the reactants [C:1]([C:5]1[C:9]([CH2:10][CH2:11][C:12]([O:14][CH3:15])=[O:13])=[CH:8][NH:7][N:6]=1)([CH3:4])([CH3:3])[CH3:2].[H-].[Na+].Cl[C:19]1[CH:24]=[CH:23][C:22]([Cl:25])=[CH:21][N:20]=1.Cl, predict the reaction product. The product is: [C:1]([C:5]1[C:9]([CH2:10][CH2:11][C:12]([O:14][CH3:15])=[O:13])=[CH:8][N:7]([C:19]2[CH:24]=[CH:23][C:22]([Cl:25])=[CH:21][N:20]=2)[N:6]=1)([CH3:4])([CH3:2])[CH3:3]. (5) Given the reactants [OH-].[Na+].[OH:3][C@H:4]([C:32]1[CH:37]=[CH:36][C:35]([OH:38])=[CH:34][CH:33]=1)[C@@H:5]([NH:7][CH2:8][CH2:9][O:10][C:11]1[CH:16]=[C:15]([CH3:17])[C:14]([C:18]2[CH:23]=[CH:22][C:21]([O:24][CH2:25][C:26]([O:28]CC)=[O:27])=[CH:20][CH:19]=2)=[C:13]([CH3:31])[CH:12]=1)[CH3:6].O.Cl, predict the reaction product. The product is: [OH:3][C@H:4]([C:32]1[CH:37]=[CH:36][C:35]([OH:38])=[CH:34][CH:33]=1)[C@@H:5]([NH:7][CH2:8][CH2:9][O:10][C:11]1[CH:16]=[C:15]([CH3:17])[C:14]([C:18]2[CH:23]=[CH:22][C:21]([O:24][CH2:25][C:26]([OH:28])=[O:27])=[CH:20][CH:19]=2)=[C:13]([CH3:31])[CH:12]=1)[CH3:6].